This data is from Peptide-MHC class I binding affinity with 185,985 pairs from IEDB/IMGT. The task is: Regression. Given a peptide amino acid sequence and an MHC pseudo amino acid sequence, predict their binding affinity value. This is MHC class I binding data. (1) The peptide sequence is VQAVWRSAT. The MHC is Mamu-A07 with pseudo-sequence Mamu-A07. The binding affinity (normalized) is 0.184. (2) The peptide sequence is TRYPLTFGW. The MHC is HLA-B35:01 with pseudo-sequence HLA-B35:01. The binding affinity (normalized) is 0. (3) The peptide sequence is KSLTTTMQFK. The MHC is HLA-B37:01 with pseudo-sequence HLA-B37:01. The binding affinity (normalized) is 0.0847.